Dataset: Reaction yield outcomes from USPTO patents with 853,638 reactions. Task: Predict the reaction yield, written as a fraction of the theoretical maximum amount of product (1.0 means a 100% yield; for example, 0.34 means a 34% yield). (1) The reactants are I[C:2]1[CH:7]=[CH:6][CH:5]=[CH:4][C:3]=1[N+:8]([O-])=O.[CH3:11][O:12][C:13](=[O:27])[CH2:14][CH2:15][CH2:16][CH2:17][C:18](=O)[NH:19][C:20]1[CH:25]=[CH:24][CH:23]=[CH:22][CH:21]=1. No catalyst specified. The product is [CH3:11][O:12][C:13](=[O:27])[CH2:14][CH2:15][CH2:16][CH2:17][C:18]1[N:8]([C:3]2[CH:4]=[CH:5][CH:6]=[CH:7][CH:2]=2)[C:21]2[CH:22]=[CH:23][CH:24]=[CH:25][C:20]=2[N:19]=1. The yield is 0.880. (2) The reactants are [Cl:1][C:2]1[CH:3]=[C:4]2[C:8](=[C:9]([C:11]([O:13][CH3:14])=[O:12])[CH:10]=1)[NH:7][C:6]([Si](C)(C)C)=[C:5]2[CH3:19].[Cl-].[Al+3].[Cl-].[Cl-]. The catalyst is C(Cl)Cl. The product is [Cl:1][C:2]1[CH:3]=[C:4]2[C:8](=[C:9]([C:11]([O:13][CH3:14])=[O:12])[CH:10]=1)[NH:7][CH:6]=[C:5]2[CH3:19]. The yield is 1.00. (3) The reactants are [Cl:1][C:2]1[CH:7]=[CH:6][C:5]([OH:8])=[CH:4][CH:3]=1.[Cl:9][CH2:10][C:11](Cl)=[O:12].[Cl-].[Al+3].[Cl-].[Cl-]. No catalyst specified. The product is [Cl:9][CH2:10][C:11]([C:6]1[CH:7]=[C:2]([Cl:1])[CH:3]=[CH:4][C:5]=1[OH:8])=[O:12]. The yield is 0.630. (4) The reactants are C[O:2][C:3](=[O:17])[C:4]1[C:9]([C:10]2[N:15]=[CH:14][CH:13]=[CH:12][N:11]=2)=[CH:8][CH:7]=[CH:6][C:5]=1[F:16].[OH-].[Na+]. No catalyst specified. The product is [F:16][C:5]1[CH:6]=[CH:7][CH:8]=[C:9]([C:10]2[N:11]=[CH:12][CH:13]=[CH:14][N:15]=2)[C:4]=1[C:3]([OH:17])=[O:2]. The yield is 0.880. (5) The reactants are [C:1]([C:5]1[C:14]([OH:15])=[CH:13][C:12]2[C:7](=[N:8][CH:9]=[CH:10][CH:11]=2)[N:6]=1)([CH3:4])([CH3:3])[CH3:2].Cl[C:17]1[C:26]2[C:21](=[CH:22][C:23]([O:29][CH3:30])=[C:24]([O:27][CH3:28])[CH:25]=2)[N:20]=[CH:19][CH:18]=1.O. The catalyst is CN(C)C1C=CN=CC=1.ClC1C=CC=CC=1Cl. The product is [C:1]([C:5]1[C:14]([O:15][C:17]2[C:26]3[C:21](=[CH:22][C:23]([O:29][CH3:30])=[C:24]([O:27][CH3:28])[CH:25]=3)[N:20]=[CH:19][CH:18]=2)=[CH:13][C:12]2[C:7](=[N:8][CH:9]=[CH:10][CH:11]=2)[N:6]=1)([CH3:4])([CH3:2])[CH3:3]. The yield is 0.0900. (6) The product is [Br:11][C:8]1[CH:7]=[CH:6][C:5]([O:9][CH3:10])=[CH:4][C:3]=1[CH2:2][Br:1]. The reactants are [Br:1][CH2:2][C:3]1[CH:8]=[CH:7][CH:6]=[C:5]([O:9][CH3:10])[CH:4]=1.[Br:11]Br.CCCCCC. The catalyst is C(Cl)(Cl)Cl. The yield is 0.550. (7) The reactants are [CH3:1][C:2]([S@@:5]([NH2:7])=[O:6])([CH3:4])[CH3:3].[C:8]([C:11]1[C:12](=O)[NH:13][C:14]2[C:19]([CH:20]=1)=[CH:18][C:17]([Cl:21])=[CH:16][CH:15]=2)(=O)[CH3:9].[BH4-].[Na+].CO.CO.C(Cl)[Cl:30]. The catalyst is C1COCC1.C(O[Ti](OCC)(OCC)OCC)C. The product is [Cl:30][C:12]1[C:11]([C@@H:8]([NH:7][S@:5]([C:2]([CH3:4])([CH3:3])[CH3:1])=[O:6])[CH3:9])=[CH:20][C:19]2[C:14](=[CH:15][CH:16]=[C:17]([Cl:21])[CH:18]=2)[N:13]=1. The yield is 0.380.